This data is from Catalyst prediction with 721,799 reactions and 888 catalyst types from USPTO. The task is: Predict which catalyst facilitates the given reaction. (1) Reactant: [C:1]([O:5][C:6]([N:8]1[CH2:13][C@H:12]([CH2:14][N:15]2[CH2:19][CH2:18][CH2:17][C:16]2=[O:20])[N:11]([CH2:21][C:22](O)=[O:23])[CH2:10][C@H:9]1[CH3:25])=[O:7])([CH3:4])([CH3:3])[CH3:2].[F:26][C:27]([C:31]1[CH:32]=[C:33]2[NH:39][CH2:38][C:37]([CH3:41])([CH3:40])[C:34]2=[N:35][CH:36]=1)([F:30])[CH2:28][CH3:29].C(N(CC)C(C)C)(C)C.F[P-](F)(F)(F)(F)F.N1(OC(N(C)C)=[N+](C)C)C2N=CC=CC=2N=N1.C(=O)(O)[O-].[Na+]. Product: [C:1]([O:5][C:6]([N:8]1[CH2:13][C@H:12]([CH2:14][N:15]2[CH2:19][CH2:18][CH2:17][C:16]2=[O:20])[N:11]([CH2:21][C:22]([N:39]2[C:33]3[C:34](=[N:35][CH:36]=[C:31]([C:27]([F:30])([F:26])[CH2:28][CH3:29])[CH:32]=3)[C:37]([CH3:40])([CH3:41])[CH2:38]2)=[O:23])[CH2:10][C@H:9]1[CH3:25])=[O:7])([CH3:3])([CH3:4])[CH3:2]. The catalyst class is: 3. (2) Reactant: [Cl:1][C:2]1[C:10]2[N:9]=[CH:8][NH:7][C:6]=2[CH:5]=[C:4]([Cl:11])[C:3]=1[Cl:12].C1COCC1.CCN(C(C)C)C(C)C.Cl[CH2:28][O:29][CH2:30][CH2:31][O:32][CH3:33]. Product: [Cl:1][C:2]1[C:10]2[N:9]=[CH:8][N:7]([CH2:28][O:29][CH2:30][CH2:31][O:32][CH3:33])[C:6]=2[CH:5]=[C:4]([Cl:11])[C:3]=1[Cl:12]. The catalyst class is: 25. (3) Reactant: C(OC([NH:8][C@H:9]([C:17]([NH:19][CH2:20][C:21]([O:23]C)=O)=[O:18])[CH2:10][CH:11]1[CH2:16][CH2:15][O:14][CH2:13][CH2:12]1)=O)(C)(C)C.C(O)(C(F)(F)F)=O. Product: [O:14]1[CH2:13][CH2:12][CH:11]([CH2:10][CH:9]2[NH:8][C:21](=[O:23])[CH2:20][NH:19][C:17]2=[O:18])[CH2:16][CH2:15]1. The catalyst class is: 2. (4) Reactant: [C:1]([C:3]1[CH:4]=[N:5][CH:6]=[CH:7][C:8]=1[C:9]1[CH:26]=[CH:25][C:12]([C:13]([N:15]([CH:22]2[CH2:24][CH2:23]2)[CH:16]2[CH2:21][CH2:20][NH:19][CH2:18][CH2:17]2)=[O:14])=[CH:11][CH:10]=1)#[N:2].[N+](C1C=CC([O:36][C:37](=O)[O:38][C:39]2([CH3:42])[CH2:41][CH2:40]2)=CC=1)([O-])=O.C(N(CC)C(C)C)(C)C.[OH-].[Na+]. Product: [CH3:42][C:39]1([O:38][C:37]([N:19]2[CH2:18][CH2:17][CH:16]([N:15]([C:13](=[O:14])[C:12]3[CH:11]=[CH:10][C:9]([C:8]4[CH:7]=[CH:6][N:5]=[CH:4][C:3]=4[C:1]#[N:2])=[CH:26][CH:25]=3)[CH:22]3[CH2:24][CH2:23]3)[CH2:21][CH2:20]2)=[O:36])[CH2:41][CH2:40]1. The catalyst class is: 54. (5) The catalyst class is: 9. Product: [F:31][C:4]1([F:3])[CH2:9][CH2:8][N:7]([C:10]([C:12]2[N:13]([S:39]([C:36]3[CH:37]=[CH:38][C:33]([F:32])=[CH:34][CH:35]=3)(=[O:41])=[O:40])[C:14]3[C:19]([CH:20]=2)=[CH:18][C:17]([O:21][CH:22]2[CH2:27][CH2:26][N:25]([CH:28]([CH3:29])[CH3:30])[CH2:24][CH2:23]2)=[CH:16][CH:15]=3)=[O:11])[CH2:6][CH2:5]1. Reactant: [H-].[Na+].[F:3][C:4]1([F:31])[CH2:9][CH2:8][N:7]([C:10]([C:12]2[NH:13][C:14]3[C:19]([CH:20]=2)=[CH:18][C:17]([O:21][CH:22]2[CH2:27][CH2:26][N:25]([CH:28]([CH3:30])[CH3:29])[CH2:24][CH2:23]2)=[CH:16][CH:15]=3)=[O:11])[CH2:6][CH2:5]1.[F:32][C:33]1[CH:38]=[CH:37][C:36]([S:39](Cl)(=[O:41])=[O:40])=[CH:35][CH:34]=1. (6) Reactant: [OH:1][C:2]1[CH:7]=[CH:6][C:5]([C:8]2[CH:13]=[CH:12][C:11]([CH:14]=[O:15])=[CH:10][CH:9]=2)=[CH:4][CH:3]=1.C1(C)C=CC(S(O[CH2:26][CH2:27][CH2:28][F:29])(=O)=O)=CC=1.C(=O)([O-])[O-].[Cs+].[Cs+]. Product: [F:29][CH2:28][CH2:27][CH2:26][O:1][C:2]1[CH:3]=[CH:4][C:5]([C:8]2[CH:13]=[CH:12][C:11]([CH:14]=[O:15])=[CH:10][CH:9]=2)=[CH:6][CH:7]=1. The catalyst class is: 9. (7) Reactant: [C:1]([O:4][CH2:5][C:6]1[CH:7]=[C:8]([CH:13]=[CH:14][C:15]=1Br)[C:9]([O:11][CH3:12])=[O:10])(=[O:3])[CH3:2].[C:17]1([CH3:26])[CH:22]=[CH:21][CH:20]=[CH:19][C:18]=1B(O)O.C(=O)([O-])[O-].[K+].[K+]. Product: [C:1]([O:4][CH2:5][C:6]1[CH:7]=[C:8]([C:9]([O:11][CH3:12])=[O:10])[CH:13]=[CH:14][C:15]=1[C:18]1[CH:19]=[CH:20][CH:21]=[CH:22][C:17]=1[CH3:26])(=[O:3])[CH3:2]. The catalyst class is: 398. (8) The catalyst class is: 2. Reactant: [F:1][C:2]([F:44])([F:43])[C:3]1[CH:4]=[C:5]([CH:13]2[O:17][C:16](=[O:18])[N:15]([CH2:19][C:20]3[CH:25]=[C:24]([C:26]([F:29])([F:28])[F:27])[CH:23]=[CH:22][C:21]=3[C:30]3[CH:35]=[C:34]([CH:36]([CH3:38])[CH3:37])[C:33]([F:39])=[CH:32][C:31]=3[O:40]C)[CH:14]2[CH3:42])[CH:6]=[C:7]([C:9]([F:12])([F:11])[F:10])[CH:8]=1.B(Br)(Br)Br. Product: [F:44][C:2]([F:1])([F:43])[C:3]1[CH:4]=[C:5]([C@H:13]2[O:17][C:16](=[O:18])[N:15]([CH2:19][C:20]3[CH:25]=[C:24]([C:26]([F:28])([F:29])[F:27])[CH:23]=[CH:22][C:21]=3[C:30]3[CH:35]=[C:34]([CH:36]([CH3:38])[CH3:37])[C:33]([F:39])=[CH:32][C:31]=3[OH:40])[C@H:14]2[CH3:42])[CH:6]=[C:7]([C:9]([F:12])([F:11])[F:10])[CH:8]=1.